Dataset: Forward reaction prediction with 1.9M reactions from USPTO patents (1976-2016). Task: Predict the product of the given reaction. (1) Given the reactants [F:1][C:2]1[CH:3]=[C:4]([NH2:18])[CH:5]=[CH:6][C:7]=1[O:8][C:9]1[CH:14]=[CH:13][N:12]=[C:11]2[CH:15]=[CH:16][S:17][C:10]=12.FC1C=C(NC(NC(=O)CC2C=CC=CC=2)=S)C=CC=1OC1C=CN=C2C=CSC=12.[C:49]1([CH2:55][CH2:56][C:57]([N:59]=[C:60]=[S:61])=[O:58])[CH:54]=[CH:53][CH:52]=[CH:51][CH:50]=1, predict the reaction product. The product is: [F:1][C:2]1[CH:3]=[C:4]([NH:18][C:60]([NH:59][C:57](=[O:58])[CH2:56][CH2:55][C:49]2[CH:50]=[CH:51][CH:52]=[CH:53][CH:54]=2)=[S:61])[CH:5]=[CH:6][C:7]=1[O:8][C:9]1[CH:14]=[CH:13][N:12]=[C:11]2[CH:15]=[CH:16][S:17][C:10]=12. (2) Given the reactants [CH3:1][O:2][C:3](=[O:12])[C:4]1[CH:9]=[CH:8][C:7]([Br:10])=[C:6]([CH3:11])[CH:5]=1.CC([O:16][C:17]([CH3:19])=[O:18])=O.OS(O)(=O)=O.O.[CH3:26][C:27]([OH:29])=[O:28], predict the reaction product. The product is: [C:27]([O:29][CH:11]([O:16][C:17](=[O:18])[CH3:19])[C:6]1[CH:5]=[C:4]([C:3]([O:2][CH3:1])=[O:12])[CH:9]=[CH:8][C:7]=1[Br:10])(=[O:28])[CH3:26]. (3) Given the reactants [C:1]12([CH2:11][NH:12][C:13]([C:15]3[C:20]([Cl:21])=[CH:19][N:18]=[C:17]([C:22]#[C:23][CH2:24][NH:25]C(=O)OC(C)(C)C)[CH:16]=3)=[O:14])[CH2:10][CH:5]3[CH2:6][CH:7]([CH2:9][CH:3]([CH2:4]3)[CH2:2]1)[CH2:8]2.[H][H], predict the reaction product. The product is: [ClH:21].[C:1]12([CH2:11][NH:12][C:13](=[O:14])[C:15]3[C:20]([Cl:21])=[CH:19][N:18]=[C:17]([CH2:22][CH2:23][CH2:24][NH2:25])[CH:16]=3)[CH2:2][CH:3]3[CH2:4][CH:5]([CH2:6][CH:7]([CH2:9]3)[CH2:8]1)[CH2:10]2. (4) Given the reactants C([O:8][N:9]1[C:14]2[N:15]=[CH:16][N:17]=[C:18]([CH3:19])[C:13]=2[C:12]([NH:20][CH2:21][C:22]2[CH:23]=[N:24][C:25]([C:28]([F:31])([F:30])[F:29])=[CH:26][CH:27]=2)=[CH:11][C:10]1=[O:32])C1C=CC=CC=1.[H][H], predict the reaction product. The product is: [OH:8][N:9]1[C:14]2[N:15]=[CH:16][N:17]=[C:18]([CH3:19])[C:13]=2[C:12]([NH:20][CH2:21][C:22]2[CH:23]=[N:24][C:25]([C:28]([F:31])([F:30])[F:29])=[CH:26][CH:27]=2)=[CH:11][C:10]1=[O:32]. (5) Given the reactants C[Si]([N-][Si](C)(C)C)(C)C.[Na+].[Br:11][C:12]1[CH:18]=[CH:17][C:15]([NH2:16])=[C:14]([F:19])[CH:13]=1.[C:20](O[C:20]([O:22][C:23]([CH3:26])([CH3:25])[CH3:24])=[O:21])([O:22][C:23]([CH3:26])([CH3:25])[CH3:24])=[O:21].CCOC(C)=O, predict the reaction product. The product is: [Br:11][C:12]1[CH:18]=[CH:17][C:15]([NH:16][C:20](=[O:21])[O:22][C:23]([CH3:26])([CH3:25])[CH3:24])=[C:14]([F:19])[CH:13]=1.